Task: Predict the reaction yield, written as a fraction of the theoretical maximum amount of product (1.0 means a 100% yield; for example, 0.34 means a 34% yield).. Dataset: Reaction yield outcomes from USPTO patents with 853,638 reactions (1) The reactants are [NH2:1][C:2]1[CH:3]=[C:4]([CH:7]=[C:8]([C:11]2([F:15])[CH2:14][NH:13][CH2:12]2)[C:9]=1[Cl:10])[C:5]#[N:6].CCN(CC)CC.[C:23](O[C:23]([O:25][C:26]([CH3:29])([CH3:28])[CH3:27])=[O:24])([O:25][C:26]([CH3:29])([CH3:28])[CH3:27])=[O:24]. The catalyst is C(Cl)Cl. The product is [NH2:1][C:2]1[C:9]([Cl:10])=[C:8]([C:11]2([F:15])[CH2:12][N:13]([C:23]([O:25][C:26]([CH3:29])([CH3:28])[CH3:27])=[O:24])[CH2:14]2)[CH:7]=[C:4]([C:5]#[N:6])[CH:3]=1. The yield is 0.890. (2) The product is [CH2:1]([O:8][C:9]1[N:14]=[C:13]2[S:15][C:16]([NH:18][C:19]3[O:36][C@:28]4([CH2:27][N:26]=3)[CH:33]3[CH2:34][CH2:35][N:30]([CH2:31][CH2:32]3)[CH2:29]4)=[N:17][C:12]2=[CH:11][CH:10]=1)[C:2]1[CH:7]=[CH:6][CH:5]=[CH:4][CH:3]=1. The reactants are [CH2:1]([O:8][C:9]1[N:14]=[C:13]2[S:15][C:16]([N:18]=[C:19](SC)SC)=[N:17][C:12]2=[CH:11][CH:10]=1)[C:2]1[CH:7]=[CH:6][CH:5]=[CH:4][CH:3]=1.Cl.Cl.[NH2:26][CH2:27][C@@:28]1([OH:36])[CH:33]2[CH2:34][CH2:35][N:30]([CH2:31][CH2:32]2)[CH2:29]1.C(=O)([O-])[O-].[Cs+].[Cs+].O. The catalyst is CN(C=O)C. The yield is 0.670.